Task: Predict the product of the given reaction.. Dataset: Forward reaction prediction with 1.9M reactions from USPTO patents (1976-2016) (1) Given the reactants C([N:3](CC)CC)C.C1(P(N=[N+]=[N-])(C2C=CC=CC=2)=O)C=CC=CC=1.[CH2:25]=[C:26]1[CH2:33][C@:32]2(C(O)=O)[C@@H:28]([C:29](=[O:45])[N:30]([C@@H:37]([C:39]3[CH:44]=[CH:43][CH:42]=[CH:41][CH:40]=3)[CH3:38])[CH2:31]2)[CH2:27]1, predict the reaction product. The product is: [NH2:3][C@@:32]12[CH2:33][C:26](=[CH2:25])[CH2:27][C@@H:28]1[C:29](=[O:45])[N:30]([C@@H:37]([C:39]1[CH:44]=[CH:43][CH:42]=[CH:41][CH:40]=1)[CH3:38])[CH2:31]2. (2) The product is: [ClH:36].[F:35][C:2]([F:1])([F:34])[CH:3]([CH2:21][C:22]1[O:23][C:24]([C:27]2[CH:28]=[CH:29][C:30]([F:33])=[CH:31][CH:32]=2)=[N:25][N:26]=1)[CH2:4][N:5]1[CH2:10][CH2:9][O:8][CH:7]([C:11]2[CH:16]=[CH:15][CH:14]=[C:13]([C:17]([F:20])([F:19])[F:18])[CH:12]=2)[CH2:6]1. Given the reactants [F:1][C:2]([F:35])([F:34])[CH:3]([CH2:21][C:22]1[O:23][C:24]([C:27]2[CH:32]=[CH:31][C:30]([F:33])=[CH:29][CH:28]=2)=[N:25][N:26]=1)[CH2:4][N:5]1[CH2:10][CH2:9][O:8][CH:7]([C:11]2[CH:16]=[CH:15][CH:14]=[C:13]([C:17]([F:20])([F:19])[F:18])[CH:12]=2)[CH2:6]1.[ClH:36], predict the reaction product. (3) Given the reactants Cl[C:2]1[C:11]2[C:6](=[CH:7][CH:8]=[CH:9][CH:10]=2)[N:5]=[C:4]([C:12]2[CH:17]=[CH:16][CH:15]=[CH:14][CH:13]=2)[CH:3]=1.C([S-:20])C.[Na+], predict the reaction product. The product is: [C:12]1([C:4]2[CH:3]=[C:2]([SH:20])[C:11]3[C:6](=[CH:7][CH:8]=[CH:9][CH:10]=3)[N:5]=2)[CH:17]=[CH:16][CH:15]=[CH:14][CH:13]=1. (4) Given the reactants [CH3:1][CH2:2][O:3][C:4]([C@H:6]1[CH2:10][CH2:9][C:8](=[O:11])[N:7]1[C:12]([O:14][C:15]([CH3:18])([CH3:17])[CH3:16])=[O:13])=[O:5].O.[F:20][C:21]1[CH:22]=[C:23]([Mg]Br)[CH:24]=[CH:25][C:26]=1[F:27], predict the reaction product. The product is: [C:15]([O:14][C:12]([NH:7][C@H:6]([CH2:10][CH2:9][C:8]([C:24]1[CH:23]=[CH:22][C:21]([F:20])=[C:26]([F:27])[CH:25]=1)=[O:11])[C:4]([O:3][CH2:2][CH3:1])=[O:5])=[O:13])([CH3:18])([CH3:17])[CH3:16]. (5) Given the reactants [C:1]1([NH:7][C:8]([C:10]2[C:18]3[C:13](=[CH:14][CH:15]=[C:16]([NH2:19])[CH:17]=3)[NH:12][N:11]=2)=[O:9])[CH:6]=[CH:5][CH:4]=[CH:3][CH:2]=1.[CH3:20][S:21]([C:24]1[CH:29]=[CH:28][CH:27]=[CH:26][C:25]=1[S:30](Cl)(=[O:32])=[O:31])(=[O:23])=[O:22], predict the reaction product. The product is: [C:1]1([NH:7][C:8]([C:10]2[C:18]3[C:13](=[CH:14][CH:15]=[C:16]([NH:19][S:30]([C:25]4[CH:26]=[CH:27][CH:28]=[CH:29][C:24]=4[S:21]([CH3:20])(=[O:23])=[O:22])(=[O:32])=[O:31])[CH:17]=3)[NH:12][N:11]=2)=[O:9])[CH:6]=[CH:5][CH:4]=[CH:3][CH:2]=1. (6) Given the reactants [Br:1][C:2]1[CH:10]=[CH:9][C:5]([C:6]([NH2:8])=[O:7])=[CH:4][CH:3]=1.[NH:11]1[C:15]2[CH:16]=[CH:17][CH:18]=[CH:19][C:14]=2[N:13]=[N:12]1.[CH3:20][C:21]([CH:24]=O)([CH3:23])[CH3:22].CC1C=CC(S(O)(=O)=O)=CC=1.O, predict the reaction product. The product is: [N:11]1([CH:20]([NH:8][C:6](=[O:7])[C:5]2[CH:9]=[CH:10][C:2]([Br:1])=[CH:3][CH:4]=2)[C:21]([CH3:24])([CH3:23])[CH3:22])[C:15]2[CH:16]=[CH:17][CH:18]=[CH:19][C:14]=2[N:13]=[N:12]1. (7) The product is: [F:1][C:2]1[CH:3]=[C:4]([CH2:8][CH2:9][C:10]2[O:14][C:13]([C:15]3[CH:20]=[CH:19][C:18]4[N:21]=[C:32]([NH2:31])[N:22]([C:23]5[CH:24]=[CH:25][C:26]([O:29][CH3:30])=[CH:27][CH:28]=5)[C:17]=4[CH:16]=3)=[N:12][N:11]=2)[CH:5]=[CH:6][CH:7]=1. Given the reactants [F:1][C:2]1[CH:3]=[C:4]([CH2:8][CH2:9][C:10]2[O:14][C:13]([C:15]3[CH:16]=[C:17]([NH:22][C:23]4[CH:28]=[CH:27][C:26]([O:29][CH3:30])=[CH:25][CH:24]=4)[C:18]([NH2:21])=[CH:19][CH:20]=3)=[N:12][N:11]=2)[CH:5]=[CH:6][CH:7]=1.[N:31]#[C:32]Br.C(=O)([O-])O.[Na+], predict the reaction product.